From a dataset of Forward reaction prediction with 1.9M reactions from USPTO patents (1976-2016). Predict the product of the given reaction. (1) Given the reactants O=C1CCC(=O)N1[CH:8]([N:12]([CH:24](N1C(=O)CCC1=O)[C:25]([O-:27])=O)[CH:13](N1C(=O)CCC1=O)[C:14]([O-:16])=O)[C:9]([O-:11])=O.[NH2:35][CH2:36][CH2:37][O:38][CH2:39][CH2:40][O:41][CH2:42][CH2:43][O:44][CH2:45][CH2:46][NH:47][S:48]([C:51]1[CH:56]=[CH:55][CH:54]=[C:53]([CH:57]2[C:66]3[C:61](=[C:62]([Cl:68])[CH:63]=[C:64]([Cl:67])[CH:65]=3)[CH2:60][N:59]([CH3:69])[CH2:58]2)[CH:52]=1)(=[O:50])=[O:49], predict the reaction product. The product is: [N:12]([CH2:8][C:9]([NH:35][CH2:36][CH2:37][O:38][CH2:39][CH2:40][O:41][CH2:42][CH2:43][O:44][CH2:45][CH2:46][NH:47][S:48]([C:51]1[CH:56]=[CH:55][CH:54]=[C:53]([CH:57]2[C:66]3[C:61](=[C:62]([Cl:68])[CH:63]=[C:64]([Cl:67])[CH:65]=3)[CH2:60][N:59]([CH3:69])[CH2:58]2)[CH:52]=1)(=[O:50])=[O:49])=[O:11])([CH2:13][C:14]([NH:35][CH2:36][CH2:37][O:38][CH2:39][CH2:40][O:41][CH2:42][CH2:43][O:44][CH2:45][CH2:46][NH:47][S:48]([C:51]1[CH:56]=[CH:55][CH:54]=[C:53]([CH:57]2[C:66]3[C:61](=[C:62]([Cl:68])[CH:63]=[C:64]([Cl:67])[CH:65]=3)[CH2:60][N:59]([CH3:69])[CH2:58]2)[CH:52]=1)(=[O:50])=[O:49])=[O:16])[CH2:24][C:25]([NH:35][CH2:36][CH2:37][O:38][CH2:39][CH2:40][O:41][CH2:42][CH2:43][O:44][CH2:45][CH2:46][NH:47][S:48]([C:51]1[CH:56]=[CH:55][CH:54]=[C:53]([CH:57]2[C:66]3[C:61](=[C:62]([Cl:68])[CH:63]=[C:64]([Cl:67])[CH:65]=3)[CH2:60][N:59]([CH3:69])[CH2:58]2)[CH:52]=1)(=[O:50])=[O:49])=[O:27]. (2) Given the reactants [CH3:1][N:2]([CH3:22])[C:3]1[CH:8]=[CH:7][C:6]([S:9]([N:12]2[CH:16]=[CH:15][C:14](/[CH:17]=[CH:18]/[C:19]([OH:21])=O)=[CH:13]2)(=[O:11])=[O:10])=[CH:5][CH:4]=1.C1C=CC2N(O)N=NC=2C=1.Cl.[O:34]1[CH2:39][CH2:38][CH2:37][CH2:36][CH:35]1[O:40][NH2:41], predict the reaction product. The product is: [CH3:22][N:2]([CH3:1])[C:3]1[CH:4]=[CH:5][C:6]([S:9]([N:12]2[CH:16]=[CH:15][C:14](/[CH:17]=[CH:18]/[C:19]([NH:41][O:40][CH:35]3[CH2:36][CH2:37][CH2:38][CH2:39][O:34]3)=[O:21])=[CH:13]2)(=[O:10])=[O:11])=[CH:7][CH:8]=1. (3) Given the reactants [Br:1][C:2]1[C:3]([CH3:9])=[N:4][C:5]([NH2:8])=[CH:6][CH:7]=1.[C:10](Cl)([C:23]1[CH:28]=[CH:27][CH:26]=[CH:25][CH:24]=1)([C:17]1[CH:22]=[CH:21][CH:20]=[CH:19][CH:18]=1)[C:11]1[CH:16]=[CH:15][CH:14]=[CH:13][CH:12]=1, predict the reaction product. The product is: [Br:1][C:2]1[CH:7]=[CH:6][C:5]([NH:8][C:10]([C:11]2[CH:16]=[CH:15][CH:14]=[CH:13][CH:12]=2)([C:23]2[CH:24]=[CH:25][CH:26]=[CH:27][CH:28]=2)[C:17]2[CH:18]=[CH:19][CH:20]=[CH:21][CH:22]=2)=[N:4][C:3]=1[CH3:9].